This data is from Reaction yield outcomes from USPTO patents with 853,638 reactions. The task is: Predict the reaction yield, written as a fraction of the theoretical maximum amount of product (1.0 means a 100% yield; for example, 0.34 means a 34% yield). (1) The reactants are Cl[C:2]1[C:7]([C:8]#[N:9])=[CH:6][CH:5]=[CH:4][N:3]=1.C([Sn](CCCC)(CCCC)[C:15]1[CH:16]=[N:17][CH:18]=[CH:19][CH:20]=1)CCC. No catalyst specified. The product is [N:3]1[CH:4]=[CH:5][CH:6]=[C:7]([C:8]#[N:9])[C:2]=1[C:15]1[CH:16]=[N:17][CH:18]=[CH:19][CH:20]=1. The yield is 0.840. (2) The reactants are [C:1]1([C:7]#[CH:8])[CH:6]=[CH:5][CH:4]=[CH:3][CH:2]=1.[Br:9][C:10]1[CH:11]=[CH:12][C:13]([O:18][CH:19]([CH3:21])[CH3:20])=[C:14]([CH:17]=1)[CH:15]=[O:16]. The catalyst is C1COCC1.O1CCOCC1.O=[Mn]=O. The product is [Br:9][C:10]1[CH:11]=[CH:12][C:13]([O:18][CH:19]([CH3:21])[CH3:20])=[C:14]([C:15](=[O:16])[C:8]#[C:7][C:1]2[CH:6]=[CH:5][CH:4]=[CH:3][CH:2]=2)[CH:17]=1. The yield is 0.765. (3) The reactants are [F:1][C:2]1[CH:10]=[C:9]([C:11]2[CH:12]=[N:13][N:14]([CH3:16])[CH:15]=2)[CH:8]=[C:7]2[C:3]=1[CH2:4][CH2:5][NH:6]2.Br[C:18]1[C:22]2[CH2:23][N:24]([C:27](=[O:29])[CH3:28])[CH2:25][CH2:26][C:21]=2[N:20]([CH:30]2[CH2:34][CH2:33][O:32][CH2:31]2)[N:19]=1.C(O[Na])(C)(C)C.COC(C)(C)C.C1(P(C2CCCCC2)C2C=CC=CC=2C2C(OC(C)C)=CC=CC=2OC(C)C)CCCCC1. The catalyst is O1CCOCC1.O. The product is [F:1][C:2]1[CH:10]=[C:9]([C:11]2[CH:12]=[N:13][N:14]([CH3:16])[CH:15]=2)[CH:8]=[C:7]2[C:3]=1[CH2:4][CH2:5][N:6]2[C:18]1[C:22]2[CH2:23][N:24]([C:27](=[O:29])[CH3:28])[CH2:25][CH2:26][C:21]=2[N:20]([CH:30]2[CH2:34][CH2:33][O:32][CH2:31]2)[N:19]=1. The yield is 0.190. (4) The reactants are [CH3:1][O:2][C:3]([C:5]1[CH:6]=[C:7]2[C:11](=[CH:12][CH:13]=1)[N:10]([CH3:14])[CH:9]=[C:8]2[CH2:15][C:16]1[CH:21]=[CH:20][C:19]([N+:22]([O-])=O)=[CH:18][CH:17]=1)=[O:4]. The catalyst is [Pd].CO. The product is [CH3:1][O:2][C:3]([C:5]1[CH:6]=[C:7]2[C:11](=[CH:12][CH:13]=1)[N:10]([CH3:14])[CH:9]=[C:8]2[CH2:15][C:16]1[CH:17]=[CH:18][C:19]([NH2:22])=[CH:20][CH:21]=1)=[O:4]. The yield is 0.920. (5) The product is [OH:4][CH2:3][C:2]([NH:1][C:7](=[O:11])[CH2:8][CH2:9][CH3:10])([CH3:6])[CH3:5]. The reactants are [NH2:1][C:2]([CH3:6])([CH3:5])[CH2:3][OH:4].[C:7](Cl)(=[O:11])[CH2:8][CH2:9][CH3:10]. No catalyst specified. The yield is 0.320.